This data is from Full USPTO retrosynthesis dataset with 1.9M reactions from patents (1976-2016). The task is: Predict the reactants needed to synthesize the given product. (1) Given the product [Cl:1][C:2]1[CH:3]=[CH:4][C:5]([NH:8][C:9](=[O:16])[O:10][CH2:11][C:12]2([CH3:15])[O:13][C:20]3=[N:24][C:23]([N+:25]([O-:27])=[O:26])=[CH:22][N:21]3[CH2:14]2)=[CH:6][CH:7]=1, predict the reactants needed to synthesize it. The reactants are: [Cl:1][C:2]1[CH:7]=[CH:6][C:5]([NH:8][C:9](=[O:16])[O:10][CH2:11][C:12]2([CH3:15])[CH2:14][O:13]2)=[CH:4][CH:3]=1.[N+]([C:20]1[NH:21][CH:22]=[C:23]([N+:25]([O-:27])=[O:26])[N:24]=1)([O-])=O.C([O-])(=O)C.[Na+]. (2) Given the product [OH:8][N:9]1[C:14]2[N:15]=[CH:16][N:17]=[C:18]([CH3:19])[C:13]=2[C:12]([NH:20][CH2:21][C:22]2[CH:27]=[CH:26][CH:25]=[CH:24][C:23]=2[C:28]2[CH:29]=[N:30][CH:31]=[CH:32][CH:33]=2)=[CH:11][C:10]1=[O:34], predict the reactants needed to synthesize it. The reactants are: C([O:8][N:9]1[C:14]2[N:15]=[CH:16][N:17]=[C:18]([CH3:19])[C:13]=2[C:12]([NH:20][CH2:21][C:22]2[CH:27]=[CH:26][CH:25]=[CH:24][C:23]=2[C:28]2[CH:29]=[N:30][CH:31]=[CH:32][CH:33]=2)=[CH:11][C:10]1=[O:34])C1C=CC=CC=1.CO.[H][H].